From a dataset of Catalyst prediction with 721,799 reactions and 888 catalyst types from USPTO. Predict which catalyst facilitates the given reaction. (1) Reactant: [NH2:1][C:2]1[C:9]([Cl:10])=[N:8][CH:7]=[CH:6]C=1C=O.[C:11](O)([C:13]([F:16])(F)[F:14])=O.CCCCCCCCCCCCOS([O-])(=O)=O.[Na+]. Product: [Cl:10][C:9]1[C:2]([NH2:1])=[C:11]([CH:13]([F:16])[F:14])[CH:6]=[CH:7][N:8]=1. The catalyst class is: 192. (2) Reactant: [C:1]([O:5][C:6](=[O:50])[N:7]([CH:9]1[CH2:14][CH2:13][CH:12]([N:15]([C:36]([C:38]2[S:42][C:41]3[C:43]([F:48])=[CH:44][CH:45]=[C:46]([F:47])[C:40]=3[C:39]=2[Cl:49])=[O:37])[CH2:16][C:17]2[CH:18]=[C:19]([C:25]3[CH:30]=[CH:29][C:28]([NH:31][S:32]([CH3:35])(=[O:34])=[O:33])=[CH:27][CH:26]=3)[CH:20]=[CH:21][C:22]=2[O:23][CH3:24])[CH2:11][CH2:10]1)[CH3:8])([CH3:4])([CH3:3])[CH3:2].[H-].[Na+].I[CH3:54]. Product: [C:1]([O:5][C:6](=[O:50])[N:7]([CH:9]1[CH2:10][CH2:11][CH:12]([N:15]([C:36]([C:38]2[S:42][C:41]3[C:43]([F:48])=[CH:44][CH:45]=[C:46]([F:47])[C:40]=3[C:39]=2[Cl:49])=[O:37])[CH2:16][C:17]2[CH:18]=[C:19]([C:25]3[CH:26]=[CH:27][C:28]([N:31]([S:32]([CH3:35])(=[O:33])=[O:34])[CH3:54])=[CH:29][CH:30]=3)[CH:20]=[CH:21][C:22]=2[O:23][CH3:24])[CH2:13][CH2:14]1)[CH3:8])([CH3:4])([CH3:2])[CH3:3]. The catalyst class is: 20. (3) Reactant: C([Li])(CC)C.[N:6]1([C:15]([O:17][C:18]([CH3:21])([CH3:20])[CH3:19])=[O:16])[C:14]2[C:9](=[CH:10][CH:11]=[CH:12][CH:13]=2)[CH2:8][CH2:7]1.CN(C)CCN(C)C.Cl[C:31]([O:33][CH2:34][CH3:35])=[O:32]. Product: [N:6]1([C:15]([O:17][C:18]([CH3:21])([CH3:20])[CH3:19])=[O:16])[C:14]2[C:9](=[CH:10][CH:11]=[CH:12][C:13]=2[C:31]([O:33][CH2:34][CH3:35])=[O:32])[CH2:8][CH2:7]1. The catalyst class is: 280. (4) Reactant: [CH3:1][O:2][C:3](=[O:16])[CH:4]([C:6]1[CH:11]=[CH:10][C:9]([O:12][CH2:13][CH:14]=[CH2:15])=[CH:8][CH:7]=1)[CH3:5].[H-].[Na+].[CH3:19]I. Product: [CH3:1][O:2][C:3](=[O:16])[C:4]([C:6]1[CH:7]=[CH:8][C:9]([O:12][CH2:13][CH:14]=[CH2:15])=[CH:10][CH:11]=1)([CH3:19])[CH3:5]. The catalyst class is: 9. (5) Reactant: C[CH2:2][N:3]([CH:7]([CH3:9])[CH3:8])[CH:4]([CH3:6])C.N1CCC1.[Br:14][C:15]1[CH:20]=[CH:19]C(C(Cl)C)=[CH:17][CH:16]=1. Product: [Br:14][C:15]1[CH:20]=[CH:19][C:9]([CH:7]([N:3]2[CH2:2][CH2:6][CH2:4]2)[CH3:8])=[CH:17][CH:16]=1. The catalyst class is: 23. (6) Reactant: [Cl:1][C:2]1[CH:3]=[C:4]([CH:14]=[CH:15][C:16]=1[O:17][CH:18]1[CH2:23][CH2:22][N:21]([C:24]2[N:29]=[CH:28][C:27]([CH2:30][CH3:31])=[CH:26][N:25]=2)[CH2:20][CH2:19]1)[CH2:5][N:6]1[CH2:11][CH2:10][N:9]([C:12]#[N:13])[CH2:8][CH2:7]1.[N-:32]=[N+:33]=[N-:34].[Na+].[NH4+].[Cl-]. Product: [N:13]1[NH:32][N:33]=[N:34][C:12]=1[N:9]1[CH2:10][CH2:11][N:6]([CH2:5][C:4]2[CH:14]=[CH:15][C:16]([O:17][CH:18]3[CH2:19][CH2:20][N:21]([C:24]4[N:25]=[CH:26][C:27]([CH2:30][CH3:31])=[CH:28][N:29]=4)[CH2:22][CH2:23]3)=[C:2]([Cl:1])[CH:3]=2)[CH2:7][CH2:8]1. The catalyst class is: 18. (7) Reactant: [CH3:1][C:2]1[CH:3]=[CH:4][C:5]([O:18]C)=[C:6]([CH:17]=1)[O:7][C:8]1[CH:16]=[CH:15][C:11]([C:12]([OH:14])=[O:13])=[CH:10][CH:9]=1. Product: [OH:18][C:5]1[CH:4]=[CH:3][C:2]([CH3:1])=[CH:17][C:6]=1[O:7][C:8]1[CH:9]=[CH:10][C:11]([C:12]([OH:14])=[O:13])=[CH:15][CH:16]=1. The catalyst class is: 201. (8) Reactant: [F:1][C:2]1[CH:7]=[CH:6][C:5]([CH:8]([C:20]2[CH:25]=[CH:24][C:23]([F:26])=[CH:22][CH:21]=2)[N:9]2[CH:14]=[CH:13][CH:12]=[C:11]([C:15]([O:17]C)=[O:16])[C:10]2=[O:19])=[CH:4][CH:3]=1.[OH-].[Na+].Cl. Product: [F:1][C:2]1[CH:7]=[CH:6][C:5]([CH:8]([C:20]2[CH:21]=[CH:22][C:23]([F:26])=[CH:24][CH:25]=2)[N:9]2[CH:14]=[CH:13][CH:12]=[C:11]([C:15]([OH:17])=[O:16])[C:10]2=[O:19])=[CH:4][CH:3]=1. The catalyst class is: 5. (9) Reactant: Br[CH2:2][CH2:3][CH2:4][C:5]1([CH2:18][CH2:19][CH2:20][CH2:21][CH2:22][CH2:23][CH2:24][CH3:25])[C:17]2[CH:16]=[CH:15][CH:14]=[CH:13][C:12]=2[C:11]2[C:6]1=[CH:7][CH:8]=[CH:9][CH:10]=2.[Cl-].[Cl-].[Cl-].[Al+3].O. Product: [CH2:18]([C:5]12[C:6]3[C:11]([CH2:2][CH2:3][CH2:4]1)=[CH:10][CH:9]=[CH:8][C:7]=3[C:16]1[C:17]2=[CH:12][CH:13]=[CH:14][CH:15]=1)[CH2:19][CH2:20][CH2:21][CH2:22][CH2:23][CH2:24][CH3:25]. The catalyst class is: 81. (10) Reactant: [NH2:1][C:2]1[CH:6]=[CH:5][NH:4][N:3]=1.OP([O-])([O-])=O.[K+].[K+].[Cl:14][CH2:15][CH2:16][CH2:17][C:18](Cl)=[O:19].[OH2:21]. Product: [Cl:14][CH2:15][CH2:16][CH2:17][C:18]([NH:1][C:2]1[CH:6]=[CH:5][N:4]([C:18](=[O:21])[CH2:17][CH2:16][CH2:15][Cl:14])[N:3]=1)=[O:19]. The catalyst class is: 2.